Dataset: Reaction yield outcomes from USPTO patents with 853,638 reactions. Task: Predict the reaction yield, written as a fraction of the theoretical maximum amount of product (1.0 means a 100% yield; for example, 0.34 means a 34% yield). (1) The yield is 0.900. The reactants are [CH:1]1[C:10]2[C:5](=[CH:6][C:7]([CH2:11][N:12]([C:20]3[CH:25]=[C:24]([CH3:26])[CH:23]=[C:22]([CH3:27])[N:21]=3)C(=O)OC(C)(C)C)=[CH:8][CH:9]=2)[CH:4]=[CH:3][C:2]=1[CH2:28][N:29]([C:37]1[CH:42]=[C:41]([CH3:43])[CH:40]=[C:39]([CH3:44])[N:38]=1)C(=O)OC(C)(C)C.FC(F)(F)C(O)=O. The product is [CH:1]1[C:10]2[C:5](=[CH:6][C:7]([CH2:11][NH:12][C:20]3[CH:25]=[C:24]([CH3:26])[CH:23]=[C:22]([CH3:27])[N:21]=3)=[CH:8][CH:9]=2)[CH:4]=[CH:3][C:2]=1[CH2:28][NH:29][C:37]1[CH:42]=[C:41]([CH3:43])[CH:40]=[C:39]([CH3:44])[N:38]=1. The catalyst is C(Cl)Cl. (2) The reactants are [CH2:1]([O:8][C:9]1[C:17]2[CH:16]([CH2:18][C:19]([O:21]CC)=[O:20])[O:15][B:14]([OH:24])[C:13]=2[CH:12]=[C:11]([OH:25])[CH:10]=1)[C:2]1[CH:7]=[CH:6][CH:5]=[CH:4][CH:3]=1.[OH-].[Li+].Cl. The catalyst is CCO.O. The product is [CH2:1]([O:8][C:9]1[C:17]2[CH:16]([CH2:18][C:19]([OH:21])=[O:20])[O:15][B:14]([OH:24])[C:13]=2[CH:12]=[C:11]([OH:25])[CH:10]=1)[C:2]1[CH:7]=[CH:6][CH:5]=[CH:4][CH:3]=1. The yield is 0.230. (3) The reactants are [CH2:1]([O:3][C:4](=[O:31])[CH2:5][N:6]([CH2:17][C:18]([N:20]([N:22]1[CH2:30][C:29]2[C:24](=[CH:25][CH:26]=[CH:27][CH:28]=2)[CH2:23]1)[CH3:21])=[O:19])[C:7]1[CH:8]=[C:9]2[C:13](=[CH:14][C:15]=1[CH3:16])[NH:12][N:11]=[CH:10]2)[CH3:2].[H-].[Na+].[CH3:34]I. The catalyst is CN(C)C=O.C(O)(=O)CC(CC(O)=O)(C(O)=O)O. The product is [CH2:1]([O:3][C:4](=[O:31])[CH2:5][N:6]([CH2:17][C:18]([N:20]([N:22]1[CH2:23][C:24]2[C:29](=[CH:28][CH:27]=[CH:26][CH:25]=2)[CH2:30]1)[CH3:21])=[O:19])[C:7]1[CH:8]=[C:9]2[C:13](=[CH:14][C:15]=1[CH3:16])[N:12]([CH3:34])[N:11]=[CH:10]2)[CH3:2]. The yield is 0.730. (4) The reactants are [CH:1]1([C:4]2[S:8][CH:7]=[N:6][C:5]=2[CH2:9]O)[CH2:3][CH2:2]1.S(Cl)([Cl:13])=O. The catalyst is ClCCl. The product is [Cl:13][CH2:9][C:5]1[N:6]=[CH:7][S:8][C:4]=1[CH:1]1[CH2:3][CH2:2]1. The yield is 0.990. (5) The reactants are C(OC([NH:8][CH:9]([CH2:40][NH:41][C:42](=[O:60])[CH2:43][CH2:44][NH:45][C:46]([NH:48][CH:49]1[CH:54]([CH2:55][OH:56])[CH:53]([OH:57])[CH:52]([OH:58])[CH:51]([OH:59])[O:50]1)=[O:47])[C:10]([NH:12][CH2:13][C:14]([CH3:39])([CH3:38])[CH2:15][CH2:16][CH2:17][CH2:18][O:19][C:20]1[CH:25]=[C:24]([C:26]2[CH:31]=[CH:30][CH:29]=[CH:28][CH:27]=2)[CH:23]=[C:22]([C:32]2[CH:37]=[CH:36][CH:35]=[CH:34][CH:33]=2)[N:21]=1)=[O:11])=O)(C)(C)C.FC(F)(F)C(O)=O. The catalyst is ClCCl. The product is [NH2:8][CH:9]([CH2:40][NH:41][C:42](=[O:60])[CH2:43][CH2:44][NH:45][C:46]([NH:48][CH:49]1[CH:54]([CH2:55][OH:56])[CH:53]([OH:57])[CH:52]([OH:58])[CH:51]([OH:59])[O:50]1)=[O:47])[C:10]([NH:12][CH2:13][C:14]([CH3:39])([CH3:38])[CH2:15][CH2:16][CH2:17][CH2:18][O:19][C:20]1[CH:25]=[C:24]([C:26]2[CH:27]=[CH:28][CH:29]=[CH:30][CH:31]=2)[CH:23]=[C:22]([C:32]2[CH:37]=[CH:36][CH:35]=[CH:34][CH:33]=2)[N:21]=1)=[O:11]. The yield is 1.00.